Dataset: Full USPTO retrosynthesis dataset with 1.9M reactions from patents (1976-2016). Task: Predict the reactants needed to synthesize the given product. (1) Given the product [NH2:9][CH2:8][C:7]1[CH:10]=[C:11]([OH:14])[CH:12]=[CH:13][C:6]=1[C:2]1[O:1][CH:5]=[CH:4][CH:3]=1, predict the reactants needed to synthesize it. The reactants are: [O:1]1[CH:5]=[CH:4][CH:3]=[C:2]1[C:6]1[CH:13]=[CH:12][C:11]([OH:14])=[CH:10][C:7]=1[C:8]#[N:9]. (2) Given the product [C:14]([O:13][C:12](=[O:18])[NH:11][CH:4]([C:5]1[CH:10]=[CH:9][CH:8]=[CH:7][CH:6]=1)[CH2:3][CH:2]=[O:1])([CH3:17])([CH3:15])[CH3:16], predict the reactants needed to synthesize it. The reactants are: [OH:1][CH2:2][CH2:3][CH:4]([NH:11][C:12](=[O:18])[O:13][C:14]([CH3:17])([CH3:16])[CH3:15])[C:5]1[CH:10]=[CH:9][CH:8]=[CH:7][CH:6]=1.C(N(CC)CC)C. (3) Given the product [C:18]([O:22][C:23]([N:14]1[CH2:13][CH2:12][C:11]2([N:7]([C:1]3[CH:2]=[CH:3][CH:4]=[CH:5][CH:6]=3)[CH2:8][NH:9][C:10]2=[O:17])[CH2:16][CH2:15]1)=[O:24])([CH3:21])([CH3:20])[CH3:19], predict the reactants needed to synthesize it. The reactants are: [C:1]1([N:7]2[C:11]3([CH2:16][CH2:15][NH:14][CH2:13][CH2:12]3)[C:10](=[O:17])[NH:9][CH2:8]2)[CH:6]=[CH:5][CH:4]=[CH:3][CH:2]=1.[C:18]([O:22][C:23](O[C:23]([O:22][C:18]([CH3:21])([CH3:20])[CH3:19])=[O:24])=[O:24])([CH3:21])([CH3:20])[CH3:19]. (4) Given the product [CH3:46][C:47]1[S:51][C:50]([C:2]2[CH:3]=[C:4]3[C:9](=[C:10]([O:12][CH2:13][O:14][CH2:15][CH2:16][Si:17]([CH3:20])([CH3:19])[CH3:18])[CH:11]=2)[N:8]=[CH:7][N:6]([CH2:21][O:22][CH2:23][CH2:24][Si:25]([CH3:28])([CH3:27])[CH3:26])[C:5]3=[O:29])=[N:49][CH:48]=1, predict the reactants needed to synthesize it. The reactants are: Br[C:2]1[CH:3]=[C:4]2[C:9](=[C:10]([O:12][CH2:13][O:14][CH2:15][CH2:16][Si:17]([CH3:20])([CH3:19])[CH3:18])[CH:11]=1)[N:8]=[CH:7][N:6]([CH2:21][O:22][CH2:23][CH2:24][Si:25]([CH3:28])([CH3:27])[CH3:26])[C:5]2=[O:29].C(C1C=C(C)C=C(C(C)(C)C)C=1O)(C)(C)C.[CH3:46][C:47]1[S:51][C:50]([Sn](CCCC)(CCCC)CCCC)=[N:49][CH:48]=1.[F-].[K+]. (5) Given the product [C:16]([Si:19]([O:9][C:4]1[CH:3]=[C:2]([Cl:1])[CH:7]=[C:6]([Cl:8])[CH:5]=1)([CH3:21])[CH3:20])([CH3:18])([CH3:17])[CH3:15], predict the reactants needed to synthesize it. The reactants are: [Cl:1][C:2]1[CH:3]=[C:4]([OH:9])[CH:5]=[C:6]([Cl:8])[CH:7]=1.N1C=CN=C1.[CH3:15][C:16]([Si:19](Cl)([CH3:21])[CH3:20])([CH3:18])[CH3:17].